This data is from Catalyst prediction with 721,799 reactions and 888 catalyst types from USPTO. The task is: Predict which catalyst facilitates the given reaction. (1) Reactant: [F:1][C:2]1[CH:7]=[CH:6][C:5]([O:8][CH3:9])=[CH:4][C:3]=1[C:10]1[CH:15]=[CH:14][C:13]([O:16][CH2:17][C:18]2[CH:23]=[CH:22][C:21]([O:24][CH3:25])=[CH:20][CH:19]=2)=[CH:12][C:11]=1[C:26](=[O:31])[C:27]([CH3:30])([CH3:29])[CH3:28].[CH3:32][Li].[Cl-].[NH4+]. Product: [F:1][C:2]1[CH:7]=[CH:6][C:5]([O:8][CH3:9])=[CH:4][C:3]=1[C:10]1[CH:15]=[CH:14][C:13]([O:16][CH2:17][C:18]2[CH:23]=[CH:22][C:21]([O:24][CH3:25])=[CH:20][CH:19]=2)=[CH:12][C:11]=1[C:26]([OH:31])([C:27]([CH3:28])([CH3:30])[CH3:29])[CH3:32]. The catalyst class is: 165. (2) Reactant: [CH3:1][C:2]1[N:6]([CH2:7][C:8]([N:10]2[CH2:15][CH2:14][CH:13]([N:16]3[N:20]=[C:19]([C:21]([OH:23])=O)[CH:18]=[N:17]3)[CH2:12][CH2:11]2)=[O:9])[N:5]=[C:4]([C:24]([F:27])([F:26])[F:25])[CH:3]=1.C(Cl)(=O)C(Cl)=O.[CH3:34][NH:35][C@H:36]1[C:45]2[C:40](=[CH:41][CH:42]=[CH:43][CH:44]=2)[CH2:39][CH2:38][CH2:37]1.C(N(CC)CC)C. Product: [CH3:34][N:35]([C@H:36]1[C:45]2[C:40](=[CH:41][CH:42]=[CH:43][CH:44]=2)[CH2:39][CH2:38][CH2:37]1)[C:21]([C:19]1[CH:18]=[N:17][N:16]([CH:13]2[CH2:12][CH2:11][N:10]([C:8](=[O:9])[CH2:7][N:6]3[C:2]([CH3:1])=[CH:3][C:4]([C:24]([F:26])([F:25])[F:27])=[N:5]3)[CH2:15][CH2:14]2)[N:20]=1)=[O:23]. The catalyst class is: 120. (3) Reactant: [Cl:1][C:2]1[CH:7]=[CH:6][C:5]([CH3:8])=[C:4]([N+:9]([O-:11])=[O:10])[CH:3]=1.C[O:13]C(OC)N(C)C. Product: [Cl:1][C:2]1[CH:7]=[CH:6][C:5]([CH:8]=[O:13])=[C:4]([N+:9]([O-:11])=[O:10])[CH:3]=1. The catalyst class is: 18. (4) Reactant: Br[C:2]1[CH:3]=[CH:4][C:5]([N+:8]([O-:10])=[O:9])=[N:6][CH:7]=1.[OH:11][C:12]1[CH:13]=[N:14][CH:15]=[C:16]([CH:21]=1)[C:17]([O:19][CH3:20])=[O:18].C(=O)([O-])[O-].[Cs+].[Cs+]. Product: [N+:8]([C:5]1[N:6]=[CH:7][C:2]([O:11][C:12]2[CH:13]=[N:14][CH:15]=[C:16]([CH:21]=2)[C:17]([O:19][CH3:20])=[O:18])=[CH:3][CH:4]=1)([O-:10])=[O:9]. The catalyst class is: 18. (5) Reactant: [CH:1]1([CH:6]2[C:15]3[C:14](=[O:16])[CH2:13][C:12]([CH3:18])([CH3:17])[CH2:11][C:10]=3[NH:9][C:8]([CH:19]([CH3:21])[CH3:20])=[C:7]2[C:22](=[O:33])[C:23]2[CH:28]=[CH:27][C:26]([C:29]([F:32])([F:31])[F:30])=[CH:25][CH:24]=2)[CH2:5][CH2:4][CH2:3][CH2:2]1.ClC1C(=O)C(C#N)=C(C#N)C(=O)C=1Cl. Product: [CH:1]1([C:6]2[C:15]3[C:14](=[O:16])[CH2:13][C:12]([CH3:17])([CH3:18])[CH2:11][C:10]=3[N:9]=[C:8]([CH:19]([CH3:21])[CH3:20])[C:7]=2[C:22](=[O:33])[C:23]2[CH:28]=[CH:27][C:26]([C:29]([F:30])([F:31])[F:32])=[CH:25][CH:24]=2)[CH2:2][CH2:3][CH2:4][CH2:5]1. The catalyst class is: 4. (6) Reactant: [BH4-].[Na+].[CH3:3][CH:4]([C:9](=[O:12])[CH2:10][CH3:11])[C:5](=[O:8])[CH2:6][CH3:7].CCCCCC.CCOC(C)=O.N#N. Product: [OH:12][CH:9]([CH2:10][CH3:11])[CH:4]([CH3:3])[C:5](=[O:8])[CH2:6][CH3:7]. The catalyst class is: 8. (7) Reactant: Br[C:2]1[CH:7]=[C:6]([N+:8]([O-])=O)[C:5]([OH:11])=[C:4]([F:12])[CH:3]=1. Product: [NH2:8][C:6]1[CH:7]=[CH:2][CH:3]=[C:4]([F:12])[C:5]=1[OH:11]. The catalyst class is: 43. (8) Reactant: [CH2:1]([O:8][C:9]([N:11]1[CH:15]([C:16]([OH:18])=O)[CH2:14][S:13][C@@H:12]1[C:19]1[CH:24]=[CH:23][N:22]=[CH:21][CH:20]=1)=[O:10])[C:2]1[CH:7]=[CH:6][CH:5]=[CH:4][CH:3]=1.CCN(C(C)C)C(C)C.CN(C(ON1N=NC2C=CC=NC1=2)=[N+](C)C)C.F[P-](F)(F)(F)(F)F.[NH2:58][C:59]1[S:60][CH:61]=[C:62]([C:64]2[CH:75]=[CH:74][C:67]([C:68]([NH:70][CH:71]3[CH2:73][CH2:72]3)=[O:69])=[CH:66][CH:65]=2)[N:63]=1. Product: [CH2:1]([O:8][C:9]([N:11]1[CH:15]([C:16](=[O:18])[NH:58][C:59]2[S:60][CH:61]=[C:62]([C:64]3[CH:65]=[CH:66][C:67]([C:68](=[O:69])[NH:70][CH:71]4[CH2:73][CH2:72]4)=[CH:74][CH:75]=3)[N:63]=2)[CH2:14][S:13][C@@H:12]1[C:19]1[CH:20]=[CH:21][N:22]=[CH:23][CH:24]=1)=[O:10])[C:2]1[CH:7]=[CH:6][CH:5]=[CH:4][CH:3]=1. The catalyst class is: 3. (9) Reactant: [I:1][C:2]1[CH:3]=[CH:4][C:5]2[N:6]([C:8]([CH3:16])=[C:9]([C:11](OCC)=[O:12])[N:10]=2)[CH:7]=1.[H-].C([Al+]CC(C)C)C(C)C. Product: [I:1][C:2]1[CH:3]=[CH:4][C:5]2[N:6]([C:8]([CH3:16])=[C:9]([CH2:11][OH:12])[N:10]=2)[CH:7]=1. The catalyst class is: 2.